From a dataset of Reaction yield outcomes from USPTO patents with 853,638 reactions. Predict the reaction yield, written as a fraction of the theoretical maximum amount of product (1.0 means a 100% yield; for example, 0.34 means a 34% yield). The reactants are Br[C:2]1[N:3]=[C:4]([C:23]2[O:24][C:25]([C:28]3[CH:33]=[CH:32][CH:31]=[CH:30][CH:29]=3)=[N:26][N:27]=2)[C:5]([N:8]([C:16]([O:18][C:19]([CH3:22])([CH3:21])[CH3:20])=[O:17])[C:9](=[O:15])[O:10][C:11]([CH3:14])([CH3:13])[CH3:12])=[N:6][CH:7]=1.CC1(C)C(C)(C)OB([C:42]2[CH2:43][CH2:44][N:45]([C:48]([O:50][C:51]([CH3:54])([CH3:53])[CH3:52])=[O:49])[CH2:46][CH:47]=2)O1.C([O-])([O-])=O.[Na+].[Na+]. The catalyst is CN(C=O)C.Cl[Pd](Cl)([P](C1C=CC=CC=1)(C1C=CC=CC=1)C1C=CC=CC=1)[P](C1C=CC=CC=1)(C1C=CC=CC=1)C1C=CC=CC=1. The product is [C:11]([O:10][C:9]([N:8]([C:16]([O:18][C:19]([CH3:22])([CH3:21])[CH3:20])=[O:17])[C:5]1[N:6]=[CH:7][C:2]([C:42]2[CH2:47][CH2:46][N:45]([C:48]([O:50][C:51]([CH3:54])([CH3:53])[CH3:52])=[O:49])[CH2:44][CH:43]=2)=[N:3][C:4]=1[C:23]1[O:24][C:25]([C:28]2[CH:33]=[CH:32][CH:31]=[CH:30][CH:29]=2)=[N:26][N:27]=1)=[O:15])([CH3:14])([CH3:13])[CH3:12]. The yield is 0.810.